From a dataset of Reaction yield outcomes from USPTO patents with 853,638 reactions. Predict the reaction yield, written as a fraction of the theoretical maximum amount of product (1.0 means a 100% yield; for example, 0.34 means a 34% yield). (1) The reactants are Cl[C:2]1[N:7]=[CH:6][C:5]2[CH:8]=[N:9][N:10]([C:11]3[CH:16]=[CH:15][CH:14]=[C:13]([N:17]4[CH2:23][CH2:22][CH2:21][NH:20][CH2:19][CH2:18]4)[N:12]=3)[C:4]=2[CH:3]=1.[CH3:24][N:25]1[C:30](=[O:31])[CH:29]=[C:28](B2OC(C)(C)C(C)(C)O2)[CH:27]=[N:26]1.C([O-])(=O)C.[K+].C(=O)([O-])[O-].[Na+].[Na+]. The catalyst is C(#N)C.C1C=CC(P(C2C=CC=CC=2)[C-]2C=CC=C2)=CC=1.C1C=CC(P(C2C=CC=CC=2)[C-]2C=CC=C2)=CC=1.Cl[Pd]Cl.[Fe+2].ClCCl. The product is [N:17]1([C:13]2[N:12]=[C:11]([N:10]3[C:4]4[CH:3]=[C:2]([C:28]5[CH:27]=[N:26][N:25]([CH3:24])[C:30](=[O:31])[CH:29]=5)[N:7]=[CH:6][C:5]=4[CH:8]=[N:9]3)[CH:16]=[CH:15][CH:14]=2)[CH2:23][CH2:22][CH2:21][NH:20][CH2:19][CH2:18]1. The yield is 0.0850. (2) The reactants are [CH3:1][S:2]([CH:5]=[CH2:6])(=[O:4])=[O:3].N1CCCN2CCCCCC=12.[N+:18]([CH:21]([CH3:23])[CH3:22])([O-:20])=[O:19]. No catalyst specified. The product is [CH3:22][C:21]([N+:18]([O-:20])=[O:19])([CH3:23])[CH2:6][CH2:5][S:2]([CH3:1])(=[O:4])=[O:3]. The yield is 0.730. (3) The reactants are [H-].[Na+].[NH:3]1[C:13]2[C:8](=[CH:9][CH:10]=[CH:11][CH:12]=2)[C:6](=[O:7])[C:4]1=[O:5].Br[CH2:15][CH2:16][CH:17]1[CH2:19][CH2:18]1. The catalyst is CN(C)C=O. The product is [CH:17]1([CH2:16][CH2:15][N:3]2[C:13]3[C:8](=[CH:9][CH:10]=[CH:11][CH:12]=3)[C:6](=[O:7])[C:4]2=[O:5])[CH2:19][CH2:18]1. The yield is 0.900.